Dataset: Catalyst prediction with 721,799 reactions and 888 catalyst types from USPTO. Task: Predict which catalyst facilitates the given reaction. (1) Reactant: C(OC(=O)[NH:7][C:8]1[CH:13]=[C:12]([CH3:14])[C:11]([Cl:15])=[CH:10][C:9]=1[NH:16][C:17](=[O:34])[CH2:18][C:19]([C:21]1[CH:26]=[CH:25][CH:24]=[C:23]([C:27]2[CH:32]=[N:31][CH:30]=[C:29]([CH3:33])[N:28]=2)[CH:22]=1)=O)(C)(C)C.C(O)(C(F)(F)F)=O. Product: [Cl:15][C:11]1[C:12]([CH3:14])=[CH:13][C:8]2[N:7]=[C:19]([C:21]3[CH:26]=[CH:25][CH:24]=[C:23]([C:27]4[CH:32]=[N:31][CH:30]=[C:29]([CH3:33])[N:28]=4)[CH:22]=3)[CH2:18][C:17](=[O:34])[NH:16][C:9]=2[CH:10]=1. The catalyst class is: 2. (2) Reactant: [F:1][C:2]([F:36])([F:35])[C:3]1[CH:4]=[C:5]([CH:28]=[C:29]([C:31]([F:34])([F:33])[F:32])[CH:30]=1)[CH2:6][NH:7][CH2:8][C:9]1[C:10]([N:19]([CH2:22][CH:23]2[CH2:27][CH2:26][CH2:25][CH2:24]2)[CH2:20][CH3:21])=[N:11][CH:12]=[C:13]([C:15]([F:18])([F:17])[F:16])[CH:14]=1.C(N(CC)CC)C.Cl[C:45]([O:47][CH3:48])=[O:46].C(=O)(O)[O-].[Na+]. Product: [CH3:48][O:47][C:45](=[O:46])[N:7]([CH2:6][C:5]1[CH:28]=[C:29]([C:31]([F:34])([F:33])[F:32])[CH:30]=[C:3]([C:2]([F:1])([F:35])[F:36])[CH:4]=1)[CH2:8][C:9]1[C:10]([N:19]([CH2:22][CH:23]2[CH2:27][CH2:26][CH2:25][CH2:24]2)[CH2:20][CH3:21])=[N:11][CH:12]=[C:13]([C:15]([F:17])([F:16])[F:18])[CH:14]=1. The catalyst class is: 20. (3) Reactant: [F:1][C:2]1[C:3]2[CH2:20][S:19][CH2:18][C:4]=2[S:5][C:6]=1[C:7]([O:9][CH2:10][CH:11]([CH2:16][CH3:17])[CH2:12][CH2:13][CH2:14][CH3:15])=[O:8].C1C=C(Cl)C=C(C(OO)=O)C=1. Product: [F:1][C:2]1[C:3]2[C:4](=[CH:18][S:19][CH:20]=2)[S:5][C:6]=1[C:7]([O:9][CH2:10][CH:11]([CH2:16][CH3:17])[CH2:12][CH2:13][CH2:14][CH3:15])=[O:8]. The catalyst class is: 13. (4) Reactant: Cl[C:2]1[CH:7]=[CH:6][C:5]([N+:8]([O-:10])=[O:9])=[CH:4][N:3]=1.[CH:11]12[CH2:17]C[CH:15]1[CH2:14][NH:13][CH2:12]2.C(N(CC)CC)C. Product: [CH:15]12[CH2:17][CH:11]1[CH2:12][N:13]([C:2]1[CH:7]=[CH:6][C:5]([N+:8]([O-:10])=[O:9])=[CH:4][N:3]=1)[CH2:14]2. The catalyst class is: 12.